From a dataset of Oral bioavailability binary classification data from Ma et al.. Regression/Classification. Given a drug SMILES string, predict its absorption, distribution, metabolism, or excretion properties. Task type varies by dataset: regression for continuous measurements (e.g., permeability, clearance, half-life) or binary classification for categorical outcomes (e.g., BBB penetration, CYP inhibition). Dataset: bioavailability_ma. (1) The drug is Cc1ccc(S(=O)(=O)NC(=O)NN2CC3CCCC3C2)cc1. The result is 1 (high bioavailability). (2) The molecule is N=C(N)c1ccc(CNC(=O)[C@@H]2CCN2C(=O)[C@H](NCC(=O)O)C2CCCCC2)cc1. The result is 0 (low bioavailability). (3) The molecule is COc1cccc(C(=O)CCN[C@@H](C)[C@H](O)c2ccccc2)c1. The result is 1 (high bioavailability). (4) The drug is C[C@H]1C[C@H]2[C@@H]3CCC4=CC(=O)C=C[C@]4(C)[C@@]3(F)[C@@H](O)C[C@]2(C)[C@@]1(O)C(=O)CO. The result is 1 (high bioavailability).